From a dataset of Catalyst prediction with 721,799 reactions and 888 catalyst types from USPTO. Predict which catalyst facilitates the given reaction. Reactant: [CH3:1][O:2][C:3]1[CH:4]=[C:5]([CH:11]([NH:13][C:14]2[CH:15]=[C:16]([N:23]3[CH2:28][CH2:27][N:26](C(OC(C)(C)C)=O)[CH2:25][CH2:24]3)[CH:17]=[CH:18][C:19]=2[N+:20]([O-:22])=[O:21])[CH3:12])[CH:6]=[C:7]([O:9][CH3:10])[CH:8]=1.[ClH:36]. Product: [ClH:36].[CH3:10][O:9][C:7]1[CH:6]=[C:5]([CH:11]([NH:13][C:14]2[CH:15]=[C:16]([N:23]3[CH2:28][CH2:27][NH:26][CH2:25][CH2:24]3)[CH:17]=[CH:18][C:19]=2[N+:20]([O-:22])=[O:21])[CH3:12])[CH:4]=[C:3]([O:2][CH3:1])[CH:8]=1. The catalyst class is: 268.